This data is from Reaction yield outcomes from USPTO patents with 853,638 reactions. The task is: Predict the reaction yield, written as a fraction of the theoretical maximum amount of product (1.0 means a 100% yield; for example, 0.34 means a 34% yield). (1) The reactants are [Cl-].O[NH3+:3].[C:4](=[O:7])([O-])[OH:5].[Na+].CS(C)=O.[CH:13]([O:16][C:17]1[CH:22]=[CH:21][C:20]([N:23]2[C:28](=[O:29])[C:27]([CH2:30][C:31]3[CH:36]=[CH:35][C:34]([C:37]4[C:38]([C:43]#[N:44])=[CH:39][CH:40]=[CH:41][CH:42]=4)=[CH:33][CH:32]=3)=[C:26]([CH2:45][CH2:46][CH3:47])[N:25]=[CH:24]2)=[CH:19][CH:18]=1)([CH3:15])[CH3:14]. The catalyst is C(OCC)(=O)C. The product is [CH:13]([O:16][C:17]1[CH:18]=[CH:19][C:20]([N:23]2[C:28](=[O:29])[C:27]([CH2:30][C:31]3[CH:36]=[CH:35][C:34]([C:37]4[CH:42]=[CH:41][CH:40]=[CH:39][C:38]=4[C:43]4[NH:3][C:4](=[O:7])[O:5][N:44]=4)=[CH:33][CH:32]=3)=[C:26]([CH2:45][CH2:46][CH3:47])[N:25]=[CH:24]2)=[CH:21][CH:22]=1)([CH3:15])[CH3:14]. The yield is 0.830. (2) The reactants are [CH3:1][C:2]1[CH:3]=[C:4]([CH:8]=[CH:9][C:10]=1[C:11]([N:13]1[CH2:17][CH2:16][CH2:15][CH2:14]1)=[O:12])[C:5]([OH:7])=O.CN(C(ON1N=NC2C=CC=CC1=2)=[N+](C)C)C.[B-](F)(F)(F)F.C(N(C(C)C)CC)(C)C.[Cl:49][C:50]1[CH:62]=[CH:61][C:53]2[N:54]([CH3:60])[C:55]([CH:57]([NH2:59])[CH3:58])=[N:56][C:52]=2[CH:51]=1.ClCl. The catalyst is CN(C)C=O.ClCCl.C(O)C. The product is [Cl:49][C:50]1[CH:62]=[CH:61][C:53]2[N:54]([CH3:60])[C:55]([CH:57]([NH:59][C:5](=[O:7])[C:4]3[CH:8]=[CH:9][C:10]([C:11]([N:13]4[CH2:17][CH2:16][CH2:15][CH2:14]4)=[O:12])=[C:2]([CH3:1])[CH:3]=3)[CH3:58])=[N:56][C:52]=2[CH:51]=1. The yield is 0.710. (3) The reactants are [Cl:1][CH2:2][CH2:3][CH2:4][C:5]1(C(O)=O)[C:18](=[O:19])[N:8]2[C@@H:9]([C:12]3[CH:17]=[CH:16][CH:15]=[CH:14][CH:13]=3)[O:10][CH2:11][C@@H:7]2[CH2:6]1. The catalyst is C1(C)C=CC=CC=1. The product is [Cl:1][CH2:2][CH2:3][CH2:4][C@H:5]1[C:18](=[O:19])[N:8]2[C@@H:9]([C:12]3[CH:17]=[CH:16][CH:15]=[CH:14][CH:13]=3)[O:10][CH2:11][C@@H:7]2[CH2:6]1. The yield is 0.940. (4) The reactants are [C:1]([CH:3]1[C:8](=O)[CH2:7][CH2:6][N:5]([C:10]([O:12][C:13]([CH3:16])([CH3:15])[CH3:14])=[O:11])[CH2:4]1)#[N:2].O.[NH2:18][NH2:19]. The catalyst is CCO.CCOC(C)=O. The product is [NH2:2][C:1]1[C:3]2[CH2:4][N:5]([C:10]([O:12][C:13]([CH3:16])([CH3:15])[CH3:14])=[O:11])[CH2:6][CH2:7][C:8]=2[NH:19][N:18]=1. The yield is 0.700. (5) The reactants are C[Si](N[Si](C)(C)C)(C)C.C(O)(=O)C.[C:14]1(=O)[CH2:18][CH2:17][CH2:16]C1.[C:20]([CH2:22][C:23]([O:25][CH2:26][CH3:27])=[O:24])#[N:21]. The catalyst is O. The product is [C:20]([C:22](=[C:16]1[CH2:17][CH2:18][CH2:14]1)[C:23]([O:25][CH2:26][CH3:27])=[O:24])#[N:21]. The yield is 0.772. (6) The reactants are [CH:1]1([CH:7]([NH:20][C:21]2[CH:29]=[CH:28][C:24](C(O)=O)=[CH:23][CH:22]=2)[C:8]2[O:9][C:10]3[CH:17]=[CH:16][C:15]([O:18][CH3:19])=[CH:14][C:11]=3[C:12]=2[CH3:13])[CH2:6][CH2:5][CH2:4][CH2:3][CH2:2]1.CNC[CH2:33][C:34]([O:36][CH2:37][CH3:38])=[O:35].O.ON1C2C=CC=CC=2N=N1.Cl.C(N=C=NCCCN(C)C)C.Cl.[CH3:63][N:64]([CH3:67])[CH:65]=[O:66]. The catalyst is C(N(CC)CC)C. The product is [CH:1]1([CH:7]([NH:20][C:21]2[CH:29]=[CH:28][C:24]([C:65]([N:64]([CH3:67])[CH2:63][CH2:33][C:34]([O:36][CH2:37][CH3:38])=[O:35])=[O:66])=[CH:23][CH:22]=2)[C:8]2[O:9][C:10]3[CH:17]=[CH:16][C:15]([O:18][CH3:19])=[CH:14][C:11]=3[C:12]=2[CH3:13])[CH2:6][CH2:5][CH2:4][CH2:3][CH2:2]1. The yield is 0.840. (7) The reactants are [Cl:1][C:2]1[CH:3]=[CH:4][C:5]([NH:8][C:9]([C:11]2[CH:16]=[C:15]([O:17]C)[CH:14]=[CH:13][C:12]=2[NH:19][C:20]([C:22]2[CH:27]=[CH:26][C:25]([C:28]#[N:29])=[CH:24][CH:23]=2)=[O:21])=[O:10])=[N:6][CH:7]=1.B(Br)(Br)Br. The catalyst is C(Cl)Cl. The product is [Cl:1][C:2]1[CH:3]=[CH:4][C:5]([NH:8][C:9]([C:11]2[C:12]([NH:19][C:20]([C:22]3[CH:27]=[CH:26][C:25]([C:28]#[N:29])=[CH:24][CH:23]=3)=[O:21])=[CH:13][CH:14]=[C:15]([OH:17])[CH:16]=2)=[O:10])=[N:6][CH:7]=1. The yield is 0.900. (8) The reactants are [CH3:1][O:2][C:3](=[O:6])[CH2:4][NH2:5].[OH:7][C:8]1[CH:15]=[CH:14][C:11]([CH:12]=O)=[CH:10][CH:9]=1. No catalyst specified. The product is [OH:7][C:8]1[CH:15]=[CH:14][C:11]([CH2:12][NH:5][CH2:4][C:3]([O:2][CH3:1])=[O:6])=[CH:10][CH:9]=1. The yield is 0.400. (9) The reactants are [N+:1]([O-:4])(O)=[O:2].[C:5]([CH2:7][C:8]1[CH:13]=[CH:12][C:11]([NH:14][C:15](=[O:17])[CH3:16])=[CH:10][CH:9]=1)#[N:6]. The catalyst is C(OC(=O)C)(=O)C. The product is [C:5]([CH2:7][C:8]1[CH:13]=[CH:12][C:11]([NH:14][C:15](=[O:17])[CH3:16])=[C:10]([N+:1]([O-:4])=[O:2])[CH:9]=1)#[N:6]. The yield is 0.770.